From a dataset of Full USPTO retrosynthesis dataset with 1.9M reactions from patents (1976-2016). Predict the reactants needed to synthesize the given product. (1) Given the product [OH:1][C@H:2]1[CH2:3][CH2:4][N:5]([C:10]2[CH:17]=[CH:16][C:13]([C:14]#[N:15])=[CH:12][CH:11]=2)[C@H:6]1[CH3:7], predict the reactants needed to synthesize it. The reactants are: [OH:1][C@@H:2]1[C@H:6]([CH3:7])[NH:5][C:4](=O)[CH2:3]1.F[C:10]1[CH:17]=[CH:16][C:13]([C:14]#[N:15])=[CH:12][CH:11]=1. (2) Given the product [CH3:1][O:2][C:3]([C:5]1[C:10]([NH:11][C:12]2[CH:17]=[CH:16][CH:15]=[CH:14][C:13]=2[F:18])=[C:9]([F:19])[C:8]2[C:7](=[C:21]([NH2:22])[NH:27][N:28]=2)[N:6]=1)=[O:4], predict the reactants needed to synthesize it. The reactants are: [CH3:1][O:2][C:3]([C:5]1[C:10]([NH:11][C:12]2[CH:17]=[CH:16][CH:15]=[CH:14][C:13]=2[F:18])=[C:9]([F:19])[C:8](Cl)=[C:7]([C:21]#[N:22])[N:6]=1)=[O:4].[K].CC(=[N:27][NH2:28])C.CC(=NO)C. (3) Given the product [CH2:1]([O:3][C:4](=[O:12])[C:5]1[CH:10]=[CH:9][C:8]([N:33]2[CH2:34][CH2:35][N:30]([C:23]3[C:24]4[C:29](=[CH:28][CH:27]=[CH:26][CH:25]=4)[C:20]([CH2:13][C:14]4[CH:19]=[CH:18][CH:17]=[CH:16][CH:15]=4)=[N:21][N:22]=3)[CH2:31][C@H:32]2[CH3:36])=[N:7][CH:6]=1)[CH3:2], predict the reactants needed to synthesize it. The reactants are: [CH2:1]([O:3][C:4](=[O:12])[C:5]1[CH:10]=[CH:9][C:8](Cl)=[N:7][CH:6]=1)[CH3:2].[CH2:13]([C:20]1[C:29]2[C:24](=[CH:25][CH:26]=[CH:27][CH:28]=2)[C:23]([N:30]2[CH2:35][CH2:34][NH:33][C@H:32]([CH3:36])[CH2:31]2)=[N:22][N:21]=1)[C:14]1[CH:19]=[CH:18][CH:17]=[CH:16][CH:15]=1. (4) Given the product [C:1]([C:3]1([C:17]2[CH:22]=[CH:21][CH:20]=[CH:19][N:18]=2)[CH2:8][CH2:7][N:6]([C:9]([O:11][C:12]([CH3:15])([CH3:14])[CH3:13])=[O:10])[CH2:5][CH2:4]1)#[N:2], predict the reactants needed to synthesize it. The reactants are: [C:1]([CH:3]1[CH2:8][CH2:7][N:6]([C:9]([O:11][C:12]([CH3:15])([CH3:14])[CH3:13])=[O:10])[CH2:5][CH2:4]1)#[N:2].F[C:17]1[CH:22]=[CH:21][CH:20]=[CH:19][N:18]=1.C[Si]([N-][Si](C)(C)C)(C)C.[Na+].[Cl-].[NH4+]. (5) The reactants are: NC1C=CC=CC=1.[CH2:8]([O:15][C:16](Cl)=[O:17])[C:9]1[CH:14]=[CH:13][CH:12]=[CH:11][CH:10]=1.[NH2:19][C:20]1[CH:21]=[C:22]([CH:28]=[CH:29][C:30]=1[NH:31][CH:32]1[CH2:37][CH2:36][CH2:35][CH2:34][CH2:33]1)[C:23]([O:25][CH2:26][CH3:27])=[O:24].CCN(C(C)C)C(C)C. Given the product [CH2:8]([O:15][C:16]([NH:19][C:20]1[CH:21]=[C:22]([CH:28]=[CH:29][C:30]=1[NH:31][CH:32]1[CH2:37][CH2:36][CH2:35][CH2:34][CH2:33]1)[C:23]([O:25][CH2:26][CH3:27])=[O:24])=[O:17])[C:9]1[CH:14]=[CH:13][CH:12]=[CH:11][CH:10]=1, predict the reactants needed to synthesize it. (6) The reactants are: [F:1][C:2]1[CH:7]=[CH:6][C:5]([C:8]2[C:9]([NH2:14])=[CH:10][CH:11]=[CH:12][CH:13]=2)=[CH:4][CH:3]=1.[Cl:15][C:16]1[CH:21]=[CH:20][C:19]([NH:22][C:23](=[O:30])[CH2:24][O:25][CH2:26][C:27](O)=[O:28])=[C:18]([C:31]([O:33]C)=[O:32])[CH:17]=1. Given the product [Cl:15][C:16]1[CH:21]=[CH:20][C:19]([NH:22][C:23](=[O:30])[CH2:24][O:25][CH2:26][C:27]([NH:14][C:9]2[CH:10]=[CH:11][CH:12]=[CH:13][C:8]=2[C:5]2[CH:4]=[CH:3][C:2]([F:1])=[CH:7][CH:6]=2)=[O:28])=[C:18]([CH:17]=1)[C:31]([OH:33])=[O:32], predict the reactants needed to synthesize it. (7) Given the product [C:26]([O:29][C:30]([NH:16][C@H:5]([CH:2]1[CH2:3][CH2:4]1)[CH2:6][C:7](=[O:15])[C:8](=[N+:13]=[N-:14])[C:9]([O:11][CH3:12])=[O:10])=[O:31])([CH3:28])([CH3:27])[CH3:25], predict the reactants needed to synthesize it. The reactants are: Cl.[CH:2]1([C@@H:5]([NH:16][S@@](C(C)(C)C)=O)[CH2:6][C:7](=[O:15])[C:8](=[N+:13]=[N-:14])[C:9]([O:11][CH3:12])=[O:10])[CH2:4][CH2:3]1.[OH-].[Na+].[CH3:25][C:26]([O:29][C:30](O[C:30]([O:29][C:26]([CH3:28])([CH3:27])[CH3:25])=[O:31])=[O:31])([CH3:28])[CH3:27]. (8) Given the product [Br:1][C:2]1[C:7]([F:8])=[CH:6][C:5]([N:9]2[C:14]([CH2:15][C@@H:16]3[CH2:20][CH2:19][N:18]([C:21]([CH:23]4[CH2:25][CH2:24]4)=[O:22])[CH2:17]3)=[N:13][NH:12][C:10]2=[O:11])=[C:4]([F:27])[CH:3]=1, predict the reactants needed to synthesize it. The reactants are: [Br:1][C:2]1[C:7]([F:8])=[CH:6][C:5]([NH:9][C:10]([NH:12][NH:13][C:14](=O)[CH2:15][C@@H:16]2[CH2:20][CH2:19][N:18]([C:21]([CH:23]3[CH2:25][CH2:24]3)=[O:22])[CH2:17]2)=[O:11])=[C:4]([F:27])[CH:3]=1.C(=O)([O-])[O-].[K+].[K+].Cl. (9) Given the product [F:21][C:22]([F:27])([F:26])[C:11]([N:8]1[CH2:9][CH2:10][C@@H:6]([CH2:5][C:4]2[CH:18]=[CH:19][CH:20]=[C:2]([F:1])[CH:3]=2)[CH2:7]1)=[O:12], predict the reactants needed to synthesize it. The reactants are: [F:1][C:2]1[CH:3]=[C:4]([CH:18]=[CH:19][CH:20]=1)[CH2:5][C@@H:6]1[CH2:10][CH2:9][N:8]([C:11](OC(C)(C)C)=[O:12])[CH2:7]1.[F:21][C:22]([F:27])([F:26])C(O)=O. (10) Given the product [CH:1]([C:4]1[C:5]([S:13]([C:16]2[CH:21]=[CH:20][C:19]([O:22][CH2:23][CH2:24][CH2:25][NH:32][C:31]3[CH:33]=[C:34]([O:38][CH3:39])[C:35]([O:36][CH3:37])=[C:29]([O:28][CH3:27])[CH:30]=3)=[CH:18][CH:17]=2)(=[O:15])=[O:14])=[C:6]2[N:11]([CH:12]=1)[CH:10]=[CH:9][CH:8]=[CH:7]2)([CH3:3])[CH3:2], predict the reactants needed to synthesize it. The reactants are: [CH:1]([C:4]1[C:5]([S:13]([C:16]2[CH:21]=[CH:20][C:19]([O:22][CH2:23][CH2:24][CH2:25]Br)=[CH:18][CH:17]=2)(=[O:15])=[O:14])=[C:6]2[N:11]([CH:12]=1)[CH:10]=[CH:9][CH:8]=[CH:7]2)([CH3:3])[CH3:2].[CH3:27][O:28][C:29]1[CH:30]=[C:31]([CH:33]=[C:34]([O:38][CH3:39])[C:35]=1[O:36][CH3:37])[NH2:32].C(N(CC)CC)C.